Dataset: Full USPTO retrosynthesis dataset with 1.9M reactions from patents (1976-2016). Task: Predict the reactants needed to synthesize the given product. (1) Given the product [CH3:1][C:2]1([CH3:17])[NH:3][CH:4]([C:11]2[CH:16]=[CH:15][CH:14]=[CH:13][CH:12]=2)[CH:5]([NH2:8])[CH2:6][CH2:7]1, predict the reactants needed to synthesize it. The reactants are: [CH3:1][C:2]1([CH3:17])[CH2:7][CH2:6][CH:5]([N+:8]([O-])=O)[CH:4]([C:11]2[CH:16]=[CH:15][CH:14]=[CH:13][CH:12]=2)[NH:3]1.Cl. (2) Given the product [OH:1][C:2]1[CH:3]=[C:4]([CH:8]=[CH:9][C:10]=1[CH3:11])[C:5]([NH:21][C:17]1[CH:18]=[CH:19][CH:20]=[C:15]([CH:12]([CH3:14])[CH3:13])[CH:16]=1)=[O:7], predict the reactants needed to synthesize it. The reactants are: [OH:1][C:2]1[CH:3]=[C:4]([CH:8]=[CH:9][C:10]=1[CH3:11])[C:5]([OH:7])=O.[CH:12]([C:15]1[CH:16]=[C:17]([NH2:21])[CH:18]=[CH:19][CH:20]=1)([CH3:14])[CH3:13].P(Cl)(Cl)Cl. (3) Given the product [Br:25][C:20]1[CH:21]=[C:22]([Br:24])[CH:23]=[C:17]([C:16](=[O:26])[NH:27][O:28][CH2:29][C:30](=[O:31])[NH:32][CH3:33])[C:18]=1[NH:19][C:14]([C:4]1[N:5]([C:7]2[C:12]([Cl:13])=[CH:11][CH:10]=[CH:9][N:8]=2)[N:6]=[C:2]([Br:1])[CH:3]=1)=[O:15], predict the reactants needed to synthesize it. The reactants are: [Br:1][C:2]1[CH:3]=[C:4]([C:14]2[O:15][C:16](=[O:26])[C:17]3[CH:23]=[C:22]([Br:24])[CH:21]=[C:20]([Br:25])[C:18]=3[N:19]=2)[N:5]([C:7]2[C:12]([Cl:13])=[CH:11][CH:10]=[CH:9][N:8]=2)[N:6]=1.[NH2:27][O:28][CH2:29][C:30]([NH:32][CH3:33])=[O:31]. (4) Given the product [F:22][C:2]([F:21])([F:1])[C:3]1[CH:4]=[CH:5][C:6]([C:9]2[CH:10]=[CH:11][C:12]3[N:13]([C:15]([C:18]4[O:20][N:32]=[C:30]([C:28]5[CH:27]=[CH:26][N:25]=[C:24]([NH2:23])[CH:29]=5)[N:31]=4)=[CH:16][N:17]=3)[CH:14]=2)=[CH:7][CH:8]=1, predict the reactants needed to synthesize it. The reactants are: [F:1][C:2]([F:22])([F:21])[C:3]1[CH:8]=[CH:7][C:6]([C:9]2[CH:10]=[CH:11][C:12]3[N:13]([C:15]([C:18]([OH:20])=O)=[CH:16][N:17]=3)[CH:14]=2)=[CH:5][CH:4]=1.[NH2:23][C:24]1[CH:29]=[C:28]([C:30]([NH:32]O)=[NH:31])[CH:27]=[CH:26][N:25]=1. (5) The reactants are: [CH2:1]=[O:2].[OH-].[Na+].[CH:5]1([CH:11]=[O:12])[CH2:10][CH2:9][CH:8]=[CH:7][CH2:6]1. Given the product [OH:12][CH2:11][C:5]1([CH2:1][OH:2])[CH2:10][CH2:9][CH:8]=[CH:7][CH2:6]1, predict the reactants needed to synthesize it. (6) Given the product [Cl:16][C:17]1[C:22]([Cl:23])=[C:21]([I:24])[CH:20]=[CH:19][N:18]=1, predict the reactants needed to synthesize it. The reactants are: C([Li])CCC.CC1(C)CCCC(C)(C)N1.[Cl:16][C:17]1[C:22]([Cl:23])=[CH:21][CH:20]=[CH:19][N:18]=1.[I:24]I. (7) Given the product [F:36][C:2]([F:1])([F:35])[C:3]1[CH:4]=[C:5]([CH:32]=[CH:33][CH:34]=1)[CH2:6][NH:7][C:8](=[O:31])[C:9]1[CH:14]=[CH:13][N:12]=[C:11]([C:15]2[CH:20]=[C:19]([O:21][CH:22]3[CH2:27][CH2:26][O:25][CH2:24][CH2:23]3)[CH:18]=[CH:17][C:16]=2[NH2:28])[CH:10]=1, predict the reactants needed to synthesize it. The reactants are: [F:1][C:2]([F:36])([F:35])[C:3]1[CH:4]=[C:5]([CH:32]=[CH:33][CH:34]=1)[CH2:6][NH:7][C:8](=[O:31])[C:9]1[CH:14]=[CH:13][N:12]=[C:11]([C:15]2[CH:20]=[C:19]([O:21][CH:22]3[CH2:27][CH2:26][O:25][CH2:24][CH2:23]3)[CH:18]=[CH:17][C:16]=2[N+:28]([O-])=O)[CH:10]=1. (8) Given the product [C:1]([NH:4][C@H:5]([CH2:11][C:12]1[CH:13]=[N:14][CH:15]=[CH:16][CH:17]=1)[C:6]([O:8][CH2:9][CH3:10])=[O:7])(=[O:3])[CH3:2], predict the reactants needed to synthesize it. The reactants are: [C:1]([NH:4][CH:5]([CH2:11][C:12]1[CH:13]=[N:14][CH:15]=[CH:16][CH:17]=1)[C:6]([O:8][CH2:9][CH3:10])=[O:7])(=[O:3])[CH3:2].[Cl-].[K+].C(#N)C.[OH-].[K+]. (9) The reactants are: [CH3:1][O:2][CH:3]=[CH:4][CH:5]1[NH:10][C:9](=[O:11])[CH2:8][CH2:7][CH2:6]1. Given the product [CH3:1][O:2][CH2:3][CH2:4][CH:5]1[NH:10][C:9](=[O:11])[CH2:8][CH2:7][CH2:6]1, predict the reactants needed to synthesize it.